This data is from Forward reaction prediction with 1.9M reactions from USPTO patents (1976-2016). The task is: Predict the product of the given reaction. Given the reactants Br[CH2:2][C:3](=O)[C:4]([O:6][CH2:7][CH3:8])=[O:5].[F:10][C:11]1[CH:16]=[CH:15][C:14]([NH:17][C:18](=[NH:27])[C:19]2[CH:24]=[CH:23][C:22]([O:25][CH3:26])=[N:21][CH:20]=2)=[CH:13][CH:12]=1, predict the reaction product. The product is: [CH2:7]([O:6][C:4]([C:3]1[N:27]=[C:18]([C:19]2[CH:20]=[N:21][C:22]([O:25][CH3:26])=[CH:23][CH:24]=2)[N:17]([C:14]2[CH:13]=[CH:12][C:11]([F:10])=[CH:16][CH:15]=2)[CH:2]=1)=[O:5])[CH3:8].